This data is from Full USPTO retrosynthesis dataset with 1.9M reactions from patents (1976-2016). The task is: Predict the reactants needed to synthesize the given product. (1) Given the product [CH3:11][O:10][CH2:8][CH2:9][N:7]1[CH:6]=[CH:5][N:4]=[C:3]1[CH3:1], predict the reactants needed to synthesize it. The reactants are: [CH2:1]([C:3]1[NH:4][CH:5]=[CH:6][N:7]=1)C.[CH2:8]([O:10][CH2:11]CCl)[CH3:9].C(N(CC)CC)C. (2) Given the product [F:26][C:25]([F:28])([F:27])[C:23]([OH:29])=[O:24].[CH3:1][S:2]([C:5]1[CH:6]=[C:7]([C:11]2[S:15][C:14]([C:16]([OH:18])=[O:17])=[CH:13][CH:12]=2)[N:8]=[N:9][CH:10]=1)(=[O:4])=[O:3], predict the reactants needed to synthesize it. The reactants are: [CH3:1][S:2]([C:5]1[CH:6]=[C:7]([C:11]2[S:15][C:14]([C:16]([O:18]C(C)(C)C)=[O:17])=[CH:13][CH:12]=2)[N:8]=[N:9][CH:10]=1)(=[O:4])=[O:3].[C:23]([OH:29])([C:25]([F:28])([F:27])[F:26])=[O:24]. (3) Given the product [OH:35][CH2:34][CH2:33][O:32][CH2:31][CH2:30][NH:29][C:11]([C:9]1[CH:8]=[CH:7][C:6]2[N:2]([CH3:1])[C:3]([NH:14][C:15]3[S:16][C:17]4[CH:23]=[C:22]([O:24][C:25]([F:28])([F:27])[F:26])[CH:21]=[CH:20][C:18]=4[N:19]=3)=[N:4][C:5]=2[CH:10]=1)=[O:13], predict the reactants needed to synthesize it. The reactants are: [CH3:1][N:2]1[C:6]2[CH:7]=[CH:8][C:9]([C:11]([OH:13])=O)=[CH:10][C:5]=2[N:4]=[C:3]1[NH:14][C:15]1[S:16][C:17]2[CH:23]=[C:22]([O:24][C:25]([F:28])([F:27])[F:26])[CH:21]=[CH:20][C:18]=2[N:19]=1.[NH2:29][CH2:30][CH2:31][O:32][CH2:33][CH2:34][OH:35].CN(C(ON1N=NC2C=CC=CC1=2)=[N+](C)C)C.F[P-](F)(F)(F)(F)F. (4) Given the product [Br:15][C:2]1[C:1](=[O:14])[C:13]2[C:5](=[CH:4][CH:3]=1)[C:6]1[C:11](=[CH:10][CH:9]=[CH:8][CH:7]=1)[CH:12]=2, predict the reactants needed to synthesize it. The reactants are: [C:1]1(=[O:14])[C:13]2[C:5]([C:6]3[C:11]([CH:12]=2)=[CH:10][CH:9]=[CH:8][CH:7]=3)=[CH:4][CH:3]=[CH:2]1.[Br:15]N1C(=O)CCC1=O. (5) Given the product [C:1]1([C:7]2[CH2:13][CH2:12][CH2:11][C:10]3[CH:14]=[CH:15][CH:16]=[CH:17][C:9]=3[C:8]=2[C:18]2[CH:23]=[CH:22][C:21]([CH:34]=[CH:33][C:32]#[N:35])=[CH:20][CH:19]=2)[CH:6]=[CH:5][CH:4]=[CH:3][CH:2]=1, predict the reactants needed to synthesize it. The reactants are: [C:1]1([C:7]2[CH2:13][CH2:12][CH2:11][C:10]3[CH:14]=[CH:15][CH:16]=[CH:17][C:9]=3[C:8]=2[C:18]2[CH:23]=[CH:22][C:21](OS(C(F)(F)F)(=O)=O)=[CH:20][CH:19]=2)[CH:6]=[CH:5][CH:4]=[CH:3][CH:2]=1.[C:32](#[N:35])[CH:33]=[CH2:34].C(N(CC)CC)C. (6) Given the product [CH3:50][O:51][CH:5]1[CH2:4][CH2:3][CH:1]([NH:7][C:8]2[N:16]=[CH:15][N:14]=[C:13]3[C:9]=2[N:10]=[CH:11][N:12]3[C@H:17]2[C@H:21]([OH:22])[C@H:20]([OH:23])[C@@H:19]([C:24]#[C:25][C:26]3[CH:31]=[CH:30][CH:29]=[CH:28][C:27]=3[F:32])[O:18]2)[CH2:6]1, predict the reactants needed to synthesize it. The reactants are: [C:1]1([NH:7][C:8]2[N:16]=[CH:15][N:14]=[C:13]3[C:9]=2[N:10]=[CH:11][N:12]3[C@H:17]2[C@H:21]([OH:22])[C@H:20]([OH:23])[C@@H:19]([C:24]#[C:25][C:26]3[CH:31]=[CH:30][CH:29]=[CH:28][C:27]=3[F:32])[O:18]2)[CH:6]=[CH:5][CH:4]=[CH:3]C=1.FC1C=CC(NC2N=CN=C3C=2N=CN3[C@H:50]2[C@H](O)[C@H](O)[C@@H](C#CC3C=CC=CC=3F)[O:51]2)=CC=1. (7) The reactants are: [Cl:1][C:2]1[CH:8]=[CH:7][C:5]([NH2:6])=[CH:4][CH:3]=1.[CH:9]1[CH:14]=[CH:13][C:12]([O:15][C:16](OC2C=CC=CC=2)=[N:17][C:18]#[N:19])=[CH:11][CH:10]=1. Given the product [Cl:1][C:2]1[CH:8]=[CH:7][C:5]([NH:6]/[C:16](=[N:17]/[C:18]#[N:19])/[O:15][C:12]2[CH:13]=[CH:14][CH:9]=[CH:10][CH:11]=2)=[CH:4][CH:3]=1, predict the reactants needed to synthesize it.